Predict the reactants needed to synthesize the given product. From a dataset of Full USPTO retrosynthesis dataset with 1.9M reactions from patents (1976-2016). (1) The reactants are: [O:1]1[CH2:6][CH2:5][CH:4]([OH:7])[CH2:3][CH2:2]1.[CH3:8][C:9]([C:11]1[CH:12]=[CH:13][C:14](O)=[CH:15][C:16]=1[OH:17])=[O:10].C1(P(C2C=CC=CC=2)C2C=CC=CC=2)C=CC=CC=1.CCOC(/N=N/C(OCC)=O)=O. Given the product [OH:17][C:16]1[CH:15]=[C:14]([O:7][CH:4]2[CH2:5][CH2:6][O:1][CH2:2][CH2:3]2)[CH:13]=[CH:12][C:11]=1[C:9](=[O:10])[CH3:8], predict the reactants needed to synthesize it. (2) Given the product [Br:1][C:2]1[CH:11]=[CH:10][C:9]2[N:8]=[CH:7][C:6]3[N:12]=[CH:13][N:14]([C:15]4[CH:20]=[CH:19][C:18]([N:32]5[CH2:33][CH2:34][N:29]([CH3:28])[CH2:30][CH2:31]5)=[CH:17][CH:16]=4)[C:5]=3[C:4]=2[CH:3]=1, predict the reactants needed to synthesize it. The reactants are: [Br:1][C:2]1[CH:11]=[CH:10][C:9]2[N:8]=[CH:7][C:6]3[N:12]=[CH:13][N:14]([C:15]4[CH:20]=[CH:19][C:18](F)=[CH:17][CH:16]=4)[C:5]=3[C:4]=2[CH:3]=1.C(=O)([O-])[O-].[K+].[K+].[CH3:28][N:29]1[CH2:34][CH2:33][NH:32][CH2:31][CH2:30]1.C(OCC)(=O)C. (3) Given the product [CH2:17]([C:12]1[C:11]2[CH:24]=[CH:25][C:8](/[C:5](/[CH2:6][CH3:7])=[CH:4]\[CH2:3][OH:2])=[CH:9][C:10]=2[O:14][C:13]=1[CH2:15][CH3:16])[C:18]1[CH:19]=[CH:20][CH:21]=[CH:22][CH:23]=1, predict the reactants needed to synthesize it. The reactants are: C[O:2][C:3](=O)/[CH:4]=[C:5](\[C:8]1[CH:25]=[CH:24][C:11]2[C:12]([CH2:17][C:18]3[CH:23]=[CH:22][CH:21]=[CH:20][CH:19]=3)=[C:13]([CH2:15][CH3:16])[O:14][C:10]=2[CH:9]=1)/[CH2:6][CH3:7].[H-].C([Al+]CC(C)C)C(C)C. (4) Given the product [NH2:1][C:2]1[C:7]([C:8]([OH:10])=[O:9])=[C:6]([CH3:13])[N:5]=[C:4]2[S:14][C:15]([Br:24])=[C:16]([C:17]3[CH:22]=[CH:21][CH:20]=[C:19]([Br:23])[CH:18]=3)[C:3]=12, predict the reactants needed to synthesize it. The reactants are: [NH2:1][C:2]1[C:7]([C:8]([O:10]CC)=[O:9])=[C:6]([CH3:13])[N:5]=[C:4]2[S:14][C:15]([Br:24])=[C:16]([C:17]3[CH:22]=[CH:21][CH:20]=[C:19]([Br:23])[CH:18]=3)[C:3]=12.[OH-].[Na+].C(O)=O. (5) Given the product [CH3:30][N:31]([CH3:37])[C@H:32]1[CH2:36][CH2:35][N:34]([C:2]2[C:7]([N+:8]([O-:10])=[O:9])=[CH:6][C:5]([NH:11][C:12]3[N:17]=[C:16]([C:18]4[C:26]5[C:21](=[CH:22][CH:23]=[CH:24][CH:25]=5)[N:20]([CH3:27])[CH:19]=4)[CH:15]=[CH:14][N:13]=3)=[C:4]([O:28][CH3:29])[CH:3]=2)[CH2:33]1, predict the reactants needed to synthesize it. The reactants are: F[C:2]1[C:7]([N+:8]([O-:10])=[O:9])=[CH:6][C:5]([NH:11][C:12]2[N:17]=[C:16]([C:18]3[C:26]4[C:21](=[CH:22][CH:23]=[CH:24][CH:25]=4)[N:20]([CH3:27])[CH:19]=3)[CH:15]=[CH:14][N:13]=2)=[C:4]([O:28][CH3:29])[CH:3]=1.[CH3:30][N:31]([CH3:37])[C@H:32]1[CH2:36][CH2:35][NH:34][CH2:33]1.CCN(C(C)C)C(C)C. (6) Given the product [O:1]1[C:6]2[CH:7]=[CH:8][C:9]([OH:18])=[CH:10][C:5]=2[O:4][CH2:3][CH2:2]1, predict the reactants needed to synthesize it. The reactants are: [O:1]1[C:6]2[CH:7]=[CH:8][C:9](C=O)=[CH:10][C:5]=2[O:4][CH2:3][CH2:2]1.ClC1C=C(C=CC=1)C(OO)=[O:18]. (7) Given the product [ClH:1].[F:20][C:21]1[C:27]([C:28]([F:30])([F:31])[F:29])=[CH:26][CH:25]=[CH:24][C:22]=1[NH:23][C:2]1[C:3]2[N:4]([C:16]([CH3:19])=[CH:17][CH:18]=2)[C:5]([C:8]([N:10]2[CH2:15][CH2:14][O:13][CH2:12][CH2:11]2)=[O:9])=[CH:6][N:7]=1, predict the reactants needed to synthesize it. The reactants are: [Cl:1][C:2]1[C:3]2[N:4]([C:16]([CH3:19])=[CH:17][CH:18]=2)[C:5]([C:8]([N:10]2[CH2:15][CH2:14][O:13][CH2:12][CH2:11]2)=[O:9])=[CH:6][N:7]=1.[F:20][C:21]1[C:27]([C:28]([F:31])([F:30])[F:29])=[CH:26][CH:25]=[CH:24][C:22]=1[NH2:23].